This data is from Reaction yield outcomes from USPTO patents with 853,638 reactions. The task is: Predict the reaction yield, written as a fraction of the theoretical maximum amount of product (1.0 means a 100% yield; for example, 0.34 means a 34% yield). (1) The reactants are [C:1]([O:5][C:6]([N:8]1[CH2:12][CH2:11][CH2:10][CH:9]1[C:13]1[NH:14][C:15]([C:18]2[CH:23]=[CH:22][C:21]([C:24]3[C:33]4[C:28](=[C:29](OS(C(F)(F)F)(=O)=O)[CH:30]=[CH:31][CH:32]=4)[CH:27]=[CH:26][CH:25]=3)=[CH:20][CH:19]=2)=[CH:16][N:17]=1)=[O:7])([CH3:4])([CH3:3])[CH3:2].[B:42]1([B:42]2[O:46][C:45]([CH3:48])([CH3:47])[C:44]([CH3:50])([CH3:49])[O:43]2)[O:46][C:45]([CH3:48])([CH3:47])[C:44]([CH3:50])([CH3:49])[O:43]1.C([O-])(=O)C.[K+]. The product is [C:1]([O:5][C:6]([N:8]1[CH2:12][CH2:11][CH2:10][CH:9]1[C:13]1[NH:14][C:15]([C:18]2[CH:23]=[CH:22][C:21]([C:24]3[C:33]4[C:28](=[C:29]([B:42]5[O:46][C:45]([CH3:48])([CH3:47])[C:44]([CH3:50])([CH3:49])[O:43]5)[CH:30]=[CH:31][CH:32]=4)[CH:27]=[CH:26][CH:25]=3)=[CH:20][CH:19]=2)=[CH:16][N:17]=1)=[O:7])([CH3:3])([CH3:2])[CH3:4]. The catalyst is O1CCOCC1.C(OCC)(=O)C.C1C=CC(P(C2C=CC=CC=2)[C-]2C=CC=C2)=CC=1.C1C=CC(P(C2C=CC=CC=2)[C-]2C=CC=C2)=CC=1.Cl[Pd]Cl.[Fe+2]. The yield is 1.00. (2) The reactants are [I:1]I.[F:3][C:4]([F:13])([F:12])[C:5]1[CH:10]=[C:9]([OH:11])[CH:8]=[CH:7][N:6]=1.C([O-])([O-])=O.[K+].[K+]. The catalyst is CO. The product is [I:1][C:8]1[C:9]([OH:11])=[CH:10][C:5]([C:4]([F:3])([F:12])[F:13])=[N:6][CH:7]=1. The yield is 0.570. (3) The catalyst is C(Cl)Cl.N. The reactants are OO.C(OC(C(F)(F)F)=O)(C(F)(F)F)=[O:4].[CH3:16][O:17][CH:18]1[CH2:21][N:20]([CH2:22][CH2:23][NH:24][C:25]2[N:26]=[N+:27]([O-:38])[C:28]3[CH:37]=[C:36]4[C:32]([CH2:33][CH2:34][CH2:35]4)=[CH:31][C:29]=3[N:30]=2)[CH2:19]1.C(O)(C(F)(F)F)=O. The product is [CH3:16][O:17][CH:18]1[CH2:21][N:20]([CH2:22][CH2:23][NH:24][C:25]2[N:26]=[N+:27]([O-:38])[C:28]3[CH:37]=[C:36]4[C:32]([CH2:33][CH2:34][CH2:35]4)=[CH:31][C:29]=3[N+:30]=2[O-:4])[CH2:19]1. The yield is 0.420. (4) The reactants are [C:1]([NH:8][C:9]1[CH:14]=[CH:13][C:12]([F:15])=[CH:11][CH:10]=1)([O:3][C:4]([CH3:7])([CH3:6])[CH3:5])=[O:2].[Li][C:17]([CH3:20])([CH3:19])[CH3:18].CCCCC.C(Br)C(=C)C. The catalyst is C1COCC1. The product is [C:4]([O:3][C:1](=[O:2])[NH:8][C:9]1[CH:14]=[CH:13][C:12]([F:15])=[CH:11][C:10]=1[CH2:19][C:17]([CH3:20])=[CH2:18])([CH3:7])([CH3:6])[CH3:5]. The yield is 0.800. (5) The reactants are [CH3:1][C:2]1[C:3]([N+:12]([O-])=O)=[C:4]([CH:9]=[CH:10][CH:11]=1)[C:5]([O:7][CH3:8])=[O:6]. The catalyst is [Pd].C(#N)C. The product is [NH2:12][C:3]1[C:2]([CH3:1])=[CH:11][CH:10]=[CH:9][C:4]=1[C:5]([O:7][CH3:8])=[O:6]. The yield is 0.975.